This data is from Merck oncology drug combination screen with 23,052 pairs across 39 cell lines. The task is: Regression. Given two drug SMILES strings and cell line genomic features, predict the synergy score measuring deviation from expected non-interaction effect. Drug 1: CCC1=CC2CN(C1)Cc1c([nH]c3ccccc13)C(C(=O)OC)(c1cc3c(cc1OC)N(C)C1C(O)(C(=O)OC)C(OC(C)=O)C4(CC)C=CCN5CCC31C54)C2. Drug 2: NC1(c2ccc(-c3nc4ccn5c(=O)[nH]nc5c4cc3-c3ccccc3)cc2)CCC1. Cell line: OCUBM. Synergy scores: synergy=-15.8.